Dataset: Forward reaction prediction with 1.9M reactions from USPTO patents (1976-2016). Task: Predict the product of the given reaction. (1) Given the reactants [C:1]1([N:7]2[C:11]([C:12]3[C:17](=[O:18])[CH:16]=[CH:15][N:14]([CH:19]4[CH2:24][CH2:23][NH:22][CH2:21][CH2:20]4)[N:13]=3)=[CH:10][CH:9]=[N:8]2)[CH:6]=[CH:5][CH:4]=[CH:3][CH:2]=1.[C:25]1([N:31]=[C:32]=[O:33])[CH:30]=[CH:29][CH:28]=[CH:27][CH:26]=1, predict the reaction product. The product is: [O:18]=[C:17]1[CH:16]=[CH:15][N:14]([CH:19]2[CH2:24][CH2:23][N:22]([C:32]([NH:31][C:25]3[CH:30]=[CH:29][CH:28]=[CH:27][CH:26]=3)=[O:33])[CH2:21][CH2:20]2)[N:13]=[C:12]1[C:11]1[N:7]([C:1]2[CH:2]=[CH:3][CH:4]=[CH:5][CH:6]=2)[N:8]=[CH:9][CH:10]=1. (2) Given the reactants [N:1]([C:4]1[CH:9]=[CH:8][CH:7]=[C:6]([C:10]([F:13])([F:12])[F:11])[CH:5]=1)=[C:2]=[S:3].O.[NH2:15][NH2:16].C(OCC)(=O)C, predict the reaction product. The product is: [F:12][C:10]([F:11])([F:13])[C:6]1[CH:5]=[C:4]([NH:1][C:2]([NH:15][NH2:16])=[S:3])[CH:9]=[CH:8][CH:7]=1. (3) Given the reactants [Br:1][C:2]1[C:3](Cl)=[N:4][C:5]([Cl:8])=[N:6][CH:7]=1.Cl.[C:11]([O:15][C:16](=[O:26])[NH:17][C@H:18]1[CH2:23][CH2:22][C@H:21]([CH2:24][NH2:25])[CH2:20][CH2:19]1)([CH3:14])([CH3:13])[CH3:12].CCN(C(C)C)C(C)C, predict the reaction product. The product is: [C:11]([O:15][C:16](=[O:26])[NH:17][CH:18]1[CH2:19][CH2:20][CH:21]([CH2:24][NH:25][C:3]2[C:2]([Br:1])=[CH:7][N:6]=[C:5]([Cl:8])[N:4]=2)[CH2:22][CH2:23]1)([CH3:14])([CH3:12])[CH3:13]. (4) Given the reactants [Cl-].O[NH3+:3].[C:4](=[O:7])([O-])[OH:5].[Na+].CS(C)=O.[OH:13][C:14]([CH3:52])([CH3:51])[C:15]([CH3:50])([CH3:49])[O:16][C:17]1[CH:22]=[CH:21][C:20]([N:23]2[C:28](=[O:29])[C:27]([CH2:30][C:31]3[CH:36]=[CH:35][C:34]([C:37]4[C:38]([C:43]#[N:44])=[CH:39][CH:40]=[CH:41][CH:42]=4)=[CH:33][CH:32]=3)=[C:26]([CH2:45][CH2:46][CH3:47])[N:25]=[C:24]2[CH3:48])=[CH:19][CH:18]=1, predict the reaction product. The product is: [OH:13][C:14]([CH3:51])([CH3:52])[C:15]([CH3:50])([CH3:49])[O:16][C:17]1[CH:22]=[CH:21][C:20]([N:23]2[C:28](=[O:29])[C:27]([CH2:30][C:31]3[CH:36]=[CH:35][C:34]([C:37]4[CH:42]=[CH:41][CH:40]=[CH:39][C:38]=4[C:43]4[NH:3][C:4](=[O:7])[O:5][N:44]=4)=[CH:33][CH:32]=3)=[C:26]([CH2:45][CH2:46][CH3:47])[N:25]=[C:24]2[CH3:48])=[CH:19][CH:18]=1. (5) Given the reactants O[CH2:2][C@@H:3]([CH3:16])[CH2:4][N:5]1[C:10]2[CH:11]=[CH:12][CH:13]=[CH:14][C:9]=2[S:8][CH2:7][C:6]1=[O:15].C1(P(C2C=CC=CC=2)C2C=CC=CC=2)C=CC=CC=1.N1C=CN=C1.[I:41]I, predict the reaction product. The product is: [I:41][CH2:2][C@@H:3]([CH3:16])[CH2:4][N:5]1[C:10]2[CH:11]=[CH:12][CH:13]=[CH:14][C:9]=2[S:8][CH2:7][C:6]1=[O:15]. (6) Given the reactants [CH:1]1([C@@H:5]([NH:7][S:8]([C:10]([CH3:13])([CH3:12])[CH3:11])=[O:9])[CH3:6])[CH2:4][CH2:3][CH2:2]1.[H-].[Na+].Br[CH2:17][C:18]1[CH:23]=[CH:22][CH:21]=[CH:20][C:19]=1[CH3:24], predict the reaction product. The product is: [CH:1]1([C@@H:5]([N:7]([CH2:17][C:18]2[CH:23]=[CH:22][CH:21]=[CH:20][C:19]=2[CH3:24])[S:8]([C:10]([CH3:12])([CH3:11])[CH3:13])=[O:9])[CH3:6])[CH2:4][CH2:3][CH2:2]1. (7) Given the reactants [C:1]([C:4]1[O:8][C:7]2[CH:9]=[CH:10][C:11]([Br:13])=[CH:12][C:6]=2[CH:5]=1)(=O)[CH3:2].O.NN.[OH-].[K+].C1(C)C=CC=CC=1, predict the reaction product. The product is: [Br:13][C:11]1[CH:10]=[CH:9][C:7]2[O:8][C:4]([CH2:1][CH3:2])=[CH:5][C:6]=2[CH:12]=1.